Regression/Classification. Given a drug SMILES string, predict its absorption, distribution, metabolism, or excretion properties. Task type varies by dataset: regression for continuous measurements (e.g., permeability, clearance, half-life) or binary classification for categorical outcomes (e.g., BBB penetration, CYP inhibition). Dataset: bioavailability_ma. From a dataset of Oral bioavailability binary classification data from Ma et al.. (1) The molecule is CC[C@@]1(O)C(=O)OCc2c1cc1n(c2=O)Cc2cc3c(CN(C)C)c(O)ccc3nc2-1. The result is 1 (high bioavailability). (2) The compound is CC(C)(C)NC[C@H](O)COc1ccccc1C1CCCC1. The result is 1 (high bioavailability). (3) The drug is COc1nc(C(Cl)(Cl)Cl)c(Cl)c(OC)c1Cl. The result is 1 (high bioavailability). (4) The compound is COc1c(N2C[C@@H]3CCCN[C@@H]3C2)c(F)cc2c(=O)c(C(=O)O)cn(C3CC3)c12. The result is 1 (high bioavailability). (5) The molecule is OC(CCN1CCCCC1)(c1ccccc1)C1CCCCC1. The result is 1 (high bioavailability). (6) The drug is O=C1CN(/N=C/c2ccc([N+](=O)[O-])o2)C(=O)N1. The result is 1 (high bioavailability). (7) The drug is NC(=O)N1c2ccccc2CC(=O)c2ccccc21. The result is 1 (high bioavailability).